From a dataset of Catalyst prediction with 721,799 reactions and 888 catalyst types from USPTO. Predict which catalyst facilitates the given reaction. Reactant: [O:1]1[CH2:6][CH2:5][CH2:4][CH2:3][CH:2]1[O:7][NH:8][C:9]([C:11]1[CH:12]=[C:13]2[C:18](=[CH:19][CH:20]=1)[CH2:17][NH:16][CH2:15][CH2:14]2)=[O:10].[CH3:21][O:22][CH2:23][CH2:24][O:25][CH2:26][C:27](O)=[O:28].C1C=CC2N(O)N=NC=2C=1.C(Cl)CCl. Product: [CH3:21][O:22][CH2:23][CH2:24][O:25][CH2:26][C:27]([N:16]1[CH2:15][CH2:14][C:13]2[C:18](=[CH:19][CH:20]=[C:11]([C:9]([NH:8][O:7][CH:2]3[CH2:3][CH2:4][CH2:5][CH2:6][O:1]3)=[O:10])[CH:12]=2)[CH2:17]1)=[O:28]. The catalyst class is: 338.